The task is: Predict the reactants needed to synthesize the given product.. This data is from Full USPTO retrosynthesis dataset with 1.9M reactions from patents (1976-2016). (1) Given the product [CH3:14][CH:13]([CH3:15])[CH2:12][C:11]([C:3]1[S:4][C:5]2[CH:10]=[CH:9][CH:8]=[CH:7][C:6]=2[C:2]=1[CH3:1])=[O:16], predict the reactants needed to synthesize it. The reactants are: [CH3:1][C:2]1[C:6]2[CH:7]=[CH:8][CH:9]=[CH:10][C:5]=2[S:4][CH:3]=1.[C:11](Cl)(=[O:16])[CH2:12][CH:13]([CH3:15])[CH3:14].[N+](C)([O-])=O.[Cl-].[Al+3].[Cl-].[Cl-]. (2) Given the product [Cl:13][C:14]1[CH:20]=[CH:19][C:18]([S:21]([N:24]2[C:33]3[C:28](=[CH:29][CH:30]=[CH:31][CH:32]=3)[CH2:27][CH2:26][CH2:25]2)(=[O:22])=[O:23])=[CH:17][C:15]=1[NH:16][C:2]1[C:7]([C:8]([O:10][CH2:11][CH3:12])=[O:9])=[CH:6][N:5]=[CH:4][N:3]=1, predict the reactants needed to synthesize it. The reactants are: Cl[C:2]1[C:7]([C:8]([O:10][CH2:11][CH3:12])=[O:9])=[CH:6][N:5]=[CH:4][N:3]=1.[Cl:13][C:14]1[CH:20]=[CH:19][C:18]([S:21]([N:24]2[C:33]3[C:28](=[CH:29][CH:30]=[CH:31][CH:32]=3)[CH2:27][CH2:26][CH2:25]2)(=[O:23])=[O:22])=[CH:17][C:15]=1[NH2:16].[H-].[Na+].Cl. (3) Given the product [CH3:30][CH2:29][O:28][C:23]([CH3:22])=[O:38].[CH3:1][OH:5].[NH4+:8].[OH-:5], predict the reactants needed to synthesize it. The reactants are: [C:1]([O:5]C([N:8]1C[C@@H](C=O)[C@H](CN(C(=O)C2C=CC(C)=[C:23]([O:28][CH2:29][CH2:30]COC)[CH:22]=2)C(C)C)C1)=O)(C)(C)C.CN.C[OH:38].[BH4-].[Na+]. (4) Given the product [Cl:14][C:11]1[CH:12]=[CH:13][C:8]([S:7][C:6]2[O:5][C:4]([CH:15]3[CH2:20][CH2:19][O:18][CH2:17][CH2:16]3)=[N:3][C:2]=2[C:26]([OH:28])=[O:27])=[CH:9][CH:10]=1, predict the reactants needed to synthesize it. The reactants are: Br[C:2]1[N:3]=[C:4]([CH:15]2[CH2:20][CH2:19][O:18][CH2:17][CH2:16]2)[O:5][C:6]=1[S:7][C:8]1[CH:13]=[CH:12][C:11]([Cl:14])=[CH:10][CH:9]=1.[Li]CCCC.[C:26](=[O:28])=[O:27]. (5) Given the product [F:1][C:2]([F:42])([F:41])[C:3]1[CH:4]=[C:5]([C:13]([CH3:39])([CH3:40])[C:14]([N:16]([C:17]2[CH:22]=[N:21][C:20]([N:23]([C:24](=[O:25])[CH2:26][OH:27])[CH3:43])=[CH:19][C:18]=2[C:31]2[CH:36]=[CH:35][CH:34]=[CH:33][C:32]=2[CH3:37])[CH3:38])=[O:15])[CH:6]=[C:7]([C:9]([F:12])([F:10])[F:11])[CH:8]=1, predict the reactants needed to synthesize it. The reactants are: [F:1][C:2]([F:42])([F:41])[C:3]1[CH:4]=[C:5]([C:13]([CH3:40])([CH3:39])[C:14]([N:16]([CH3:38])[C:17]2[C:18]([C:31]3[CH:36]=[CH:35][CH:34]=[CH:33][C:32]=3[CH3:37])=[CH:19][C:20]([NH:23][C:24]([CH2:26][O:27]C(=O)C)=[O:25])=[N:21][CH:22]=2)=[O:15])[CH:6]=[C:7]([C:9]([F:12])([F:11])[F:10])[CH:8]=1.[CH3:43][Si](C)(C)[N-][Si](C)(C)C.[K+].CI.[Cl-].[NH4+]. (6) Given the product [ClH:28].[CH3:1][O:2][C:3](=[O:40])[C@@H:4]([NH2:32])[CH2:5][C:6]1[CH:31]=[CH:30][C:9]2[O:10][C@H:11]([C:14]3[CH:19]=[CH:18][C:17]([O:20][CH2:21][C:22]4[CH:27]=[CH:26][C:25]([Cl:28])=[C:24]([Cl:29])[CH:23]=4)=[CH:16][CH:15]=3)[CH2:12][O:13][C:8]=2[CH:7]=1, predict the reactants needed to synthesize it. The reactants are: [CH3:1][O:2][C:3](=[O:40])[C@@H:4]([NH:32]C(OC(C)(C)C)=O)[CH2:5][C:6]1[CH:31]=[CH:30][C:9]2[O:10][C@H:11]([C:14]3[CH:19]=[CH:18][C:17]([O:20][CH2:21][C:22]4[CH:27]=[CH:26][C:25]([Cl:28])=[C:24]([Cl:29])[CH:23]=4)=[CH:16][CH:15]=3)[CH2:12][O:13][C:8]=2[CH:7]=1.Cl. (7) Given the product [CH2:17]1[CH2:16][O:15][C:12]2[CH:13]=[CH:14][C:9]([NH:8][C:6]3[C:5]([F:19])=[CH:4][N:3]=[C:2]([NH:25][C:24]4[CH:26]=[CH:27][C:21]([F:20])=[CH:22][CH:23]=4)[N:7]=3)=[CH:10][C:11]=2[O:18]1, predict the reactants needed to synthesize it. The reactants are: Cl[C:2]1[N:7]=[C:6]([NH:8][C:9]2[CH:14]=[CH:13][C:12]3[O:15][CH2:16][CH2:17][O:18][C:11]=3[CH:10]=2)[C:5]([F:19])=[CH:4][N:3]=1.[F:20][C:21]1[CH:27]=[CH:26][C:24]([NH2:25])=[CH:23][CH:22]=1. (8) Given the product [CH3:12][NH:11][NH:10][C:8](=[O:9])[CH2:7][C:6]([NH:5][NH:4][CH3:1])=[O:24], predict the reactants needed to synthesize it. The reactants are: [C:1]([N:4](C)[NH:5][C:6](=[O:24])[CH:7](OCC1C=CC=CC=1)[C:8]([NH:10][N:11](C(O)=O)[CH3:12])=[O:9])(O)=O.